The task is: Predict the product of the given reaction.. This data is from Forward reaction prediction with 1.9M reactions from USPTO patents (1976-2016). (1) The product is: [Br:6][C:7]1[CH:8]=[C:9]([S:13]([NH:5][CH2:4][C:3]#[N:2])(=[O:15])=[O:14])[CH:10]=[CH:11][CH:12]=1. Given the reactants Cl.[NH2:2][CH2:3][C:4]#[N:5].[Br:6][C:7]1[CH:8]=[C:9]([S:13](Cl)(=[O:15])=[O:14])[CH:10]=[CH:11][CH:12]=1, predict the reaction product. (2) Given the reactants [CH3:13][C:12]([O:11][C:9](O[C:9]([O:11][C:12]([CH3:15])([CH3:14])[CH3:13])=[O:10])=[O:10])([CH3:15])[CH3:14].[OH:16][CH2:17][CH2:18][NH:19][CH2:20][C:21]([NH:23][C:24]1[CH:29]=[CH:28][C:27]([O:30][CH2:31][C:32]2[CH:37]=[CH:36][CH:35]=[CH:34][CH:33]=2)=[CH:26][CH:25]=1)=[O:22].C(=O)(O)[O-].[Na+], predict the reaction product. The product is: [OH:16][CH2:17][CH2:18][N:19]([CH2:20][C:21](=[O:22])[NH:23][C:24]1[CH:29]=[CH:28][C:27]([O:30][CH2:31][C:32]2[CH:33]=[CH:34][CH:35]=[CH:36][CH:37]=2)=[CH:26][CH:25]=1)[C:9](=[O:10])[O:11][C:12]([CH3:13])([CH3:14])[CH3:15]. (3) Given the reactants [CH3:1][C:2]1[C:11]([S:12][CH3:13])=[C:10]([C:14]([F:20])([F:19])[C:15]([F:18])([F:17])[F:16])[CH:9]=[CH:8][C:3]=1[C:4]([O:6]C)=[O:5].CO.[OH-].[Na+].Cl, predict the reaction product. The product is: [CH3:1][C:2]1[C:11]([S:12][CH3:13])=[C:10]([C:14]([F:20])([F:19])[C:15]([F:16])([F:18])[F:17])[CH:9]=[CH:8][C:3]=1[C:4]([OH:6])=[O:5]. (4) Given the reactants [O:1]([C:8]1[CH:28]=[CH:27][C:11]([O:12][C:13]2[CH:18]=[CH:17][N:16]=[CH:15][C:14]=2[C:19]2[CH:20]=[C:21]([CH2:25][NH2:26])[CH:22]=[CH:23][CH:24]=2)=[CH:10][CH:9]=1)[C:2]1[CH:7]=[CH:6][CH:5]=[CH:4][CH:3]=1.[C:29](O)(=[O:33])[C:30]#[C:31][CH3:32], predict the reaction product. The product is: [O:1]([C:8]1[CH:9]=[CH:10][C:11]([O:12][C:13]2[CH:18]=[CH:17][N:16]=[CH:15][C:14]=2[C:19]2[CH:20]=[C:21]([CH:22]=[CH:23][CH:24]=2)[CH2:25][NH:26][C:29](=[O:33])[C:30]#[C:31][CH3:32])=[CH:27][CH:28]=1)[C:2]1[CH:7]=[CH:6][CH:5]=[CH:4][CH:3]=1.